This data is from Forward reaction prediction with 1.9M reactions from USPTO patents (1976-2016). The task is: Predict the product of the given reaction. (1) Given the reactants [NH2:1][C:2]1[CH:7]=[CH:6][C:5]([N:8]2[CH:13]=[CH:12][C:11]3[O:14][C:15]([C:17]4[CH:22]=[CH:21][CH:20]=[C:19]([Cl:23])[CH:18]=4)=[CH:16][C:10]=3[C:9]2=[O:24])=[CH:4][C:3]=1[CH3:25].[N:26]([O-])=O.[Na+], predict the reaction product. The product is: [Cl:23][C:19]1[CH:18]=[C:17]([C:15]2[O:14][C:11]3[CH:12]=[CH:13][N:8]([C:5]4[CH:4]=[C:3]5[C:2](=[CH:7][CH:6]=4)[NH:1][N:26]=[CH:25]5)[C:9](=[O:24])[C:10]=3[CH:16]=2)[CH:22]=[CH:21][CH:20]=1. (2) Given the reactants [C:1]([O:5][C:6](=[O:35])[NH:7][CH2:8][CH2:9][CH2:10][N:11]1[C:15]2[C:16]([N:20]([CH2:23][CH3:24])[CH2:21][CH3:22])=[CH:17][CH:18]=[CH:19][C:14]=2[N:13]=[C:12]1[CH:25]([C:27]1[CH:32]=[CH:31][C:30]([Cl:33])=[CH:29][C:28]=1[Cl:34])O)([CH3:4])([CH3:3])[CH3:2].C1(P(C2C=CC=CC=2)C2C=CC=CC=2)C=CC=CC=1.N(C(OCC)=O)=NC(OCC)=O.C1(C)C=CC=CC=1, predict the reaction product. The product is: [Cl:34][C:28]1[CH:29]=[C:30]([Cl:33])[CH:31]=[CH:32][C:27]=1[CH:25]1[C:12]2=[N:13][C:14]3[CH:19]=[CH:18][CH:17]=[C:16]([N:20]([CH2:23][CH3:24])[CH2:21][CH3:22])[C:15]=3[N:11]2[CH2:10][CH2:9][CH2:8][N:7]1[C:6]([O:5][C:1]([CH3:4])([CH3:3])[CH3:2])=[O:35].